Dataset: Forward reaction prediction with 1.9M reactions from USPTO patents (1976-2016). Task: Predict the product of the given reaction. (1) Given the reactants [C:1]1([CH2:7][CH:8]=O)[CH:6]=[CH:5][CH:4]=[CH:3][CH:2]=1.[NH2:10][CH2:11][CH2:12][OH:13].C[Si]([C:18]#[N:19])(C)C, predict the reaction product. The product is: [OH:13][CH2:12][CH2:11][NH:10][CH:8]([CH2:7][C:1]1[CH:2]=[CH:3][CH:4]=[CH:5][CH:6]=1)[C:18]#[N:19]. (2) Given the reactants CC1(C)[O:7][CH2:6][CH:5]([NH:8][C:9]2[N:14]=[C:13]([NH2:15])[C:12]([O:16][C:17]3[CH:22]=[C:21]([I:23])[C:20]([O:24][CH3:25])=[CH:19][C:18]=3[CH:26]([CH3:28])[CH3:27])=[CH:11][N:10]=2)[CH2:4][O:3]1.Cl.[OH-].[Na+].C(=O)([O-])[O-].[K+].[K+], predict the reaction product. The product is: [NH2:15][C:13]1[C:12]([O:16][C:17]2[CH:22]=[C:21]([I:23])[C:20]([O:24][CH3:25])=[CH:19][C:18]=2[CH:26]([CH3:28])[CH3:27])=[CH:11][N:10]=[C:9]([NH:8][CH:5]([CH2:6][OH:7])[CH2:4][OH:3])[N:14]=1. (3) Given the reactants C1C=CC(P(C2C=CC3C(=CC=CC=3)C=2C2C3C(=CC=CC=3)C=CC=2P(C2C=CC=CC=2)C2C=CC=CC=2)C2C=CC=CC=2)=CC=1.Br[C:48]1[CH:67]=[CH:66][C:51]2[C:52]([C:55]([N:57]3[CH:63]4[CH2:64][CH2:65][N:60]([CH2:61][CH2:62]4)[CH2:59][CH2:58]3)=[O:56])=[N:53][S:54][C:50]=2[CH:49]=1.[CH:68]([N:71]1[CH2:75][CH2:74][NH:73][C:72]1=[O:76])([CH3:70])[CH3:69].C(=O)([O-])[O-].[Cs+].[Cs+], predict the reaction product. The product is: [N:60]12[CH2:65][CH2:64][CH:63]([CH2:62][CH2:61]1)[N:57]([C:55]([C:52]1[C:51]3[CH:66]=[CH:67][C:48]([N:73]4[CH2:74][CH2:75][N:71]([CH:68]([CH3:70])[CH3:69])[C:72]4=[O:76])=[CH:49][C:50]=3[S:54][N:53]=1)=[O:56])[CH2:58][CH2:59]2. (4) Given the reactants [Cl:1][C:2]1[CH:15]=[CH:14][C:13]([Cl:16])=[CH:12][C:3]=1[O:4][CH2:5][CH:6]1[CH2:11][CH2:10][NH:9][CH2:8][CH2:7]1.[N:17]1([CH2:22][C:23]2[CH:28]=[CH:27][C:26]([NH:29][C:30](=O)[O:31]C3C=CC=CC=3)=[CH:25][CH:24]=2)[CH:21]=[CH:20][CH:19]=[N:18]1, predict the reaction product. The product is: [Cl:1][C:2]1[CH:15]=[CH:14][C:13]([Cl:16])=[CH:12][C:3]=1[O:4][CH2:5][CH:6]1[CH2:11][CH2:10][N:9]([C:30]([NH:29][C:26]2[CH:27]=[CH:28][C:23]([CH2:22][N:17]3[CH:21]=[CH:20][CH:19]=[N:18]3)=[CH:24][CH:25]=2)=[O:31])[CH2:8][CH2:7]1. (5) Given the reactants [F:1][C:2]1[CH:3]=[C:4]2[C:8](=[CH:9][CH:10]=1)[NH:7][C:6]([CH3:11])=[C:5]2[CH:12]=[O:13].CO[CH:16](OC)[N:17]([CH3:19])[CH3:18].[CH3:22]N(C=O)C, predict the reaction product. The product is: [CH3:16][N:17]([CH3:19])/[CH:18]=[CH:11]/[C:6]1[N:7]([CH3:22])[C:8]2[C:4]([C:5]=1[CH:12]=[O:13])=[CH:3][C:2]([F:1])=[CH:10][CH:9]=2. (6) Given the reactants [C:1]([O:5][C:6]([N:8]1[CH2:13][C@H:12]2[C@H:10]([CH2:11]2)[C@H:9]1[CH2:14][NH2:15])=[O:7])([CH3:4])([CH3:3])[CH3:2].[O:16]1[CH2:21][CH2:20][O:19][C:18]2=[C:22]([C:25](O)=[O:26])[S:23][CH:24]=[C:17]12, predict the reaction product. The product is: [C:1]([O:5][C:6]([N:8]1[CH2:13][C@H:12]2[C@H:10]([CH2:11]2)[C@H:9]1[CH2:14][NH:15][C:25]([C:22]1[S:23][CH:24]=[C:17]2[C:18]=1[O:19][CH2:20][CH2:21][O:16]2)=[O:26])=[O:7])([CH3:4])([CH3:3])[CH3:2]. (7) Given the reactants [OH:1][CH2:2][C@H:3]1[C:12](=O)[N:11]2[CH:6]([CH2:7][O:8][CH2:9][CH2:10]2)[C:5](=O)[NH:4]1.Cl, predict the reaction product. The product is: [CH2:7]1[CH:6]2[CH2:5][NH:4][C@@H:3]([CH2:2][OH:1])[CH2:12][N:11]2[CH2:10][CH2:9][O:8]1. (8) Given the reactants [O:1]1[CH:5]=[CH:4][CH:3]=[C:2]1[C:6]1[NH:11][C:10](=O)[C:9]([C:13]#[N:14])=[CH:8][C:7]=1[C:15]1[CH:20]=[CH:19][N:18]=[CH:17][CH:16]=1.P(Cl)(Cl)([Cl:23])=O, predict the reaction product. The product is: [Cl:23][C:10]1[C:9]([C:13]#[N:14])=[CH:8][C:7]([C:15]2[CH:20]=[CH:19][N:18]=[CH:17][CH:16]=2)=[C:6]([C:2]2[O:1][CH:5]=[CH:4][CH:3]=2)[N:11]=1.